The task is: Predict the reactants needed to synthesize the given product.. This data is from Full USPTO retrosynthesis dataset with 1.9M reactions from patents (1976-2016). (1) Given the product [F:31][C:30]1[CH:29]=[CH:28][C:12]([CH2:13][N:14]([C:20]2[CH:25]=[CH:24][C:23]([C:26]#[N:27])=[CH:22][CH:21]=2)[N:15]2[CH:16]=[N:17][N:18]=[CH:19]2)=[CH:11][C:10]=1[OH:9], predict the reactants needed to synthesize it. The reactants are: C([O:9][C:10]1[CH:11]=[C:12]([CH:28]=[CH:29][C:30]=1[F:31])[CH2:13][N:14]([C:20]1[CH:25]=[CH:24][C:23]([C:26]#[N:27])=[CH:22][CH:21]=1)[N:15]1[CH:19]=[N:18][N:17]=[CH:16]1)(=O)C1C=CC=CC=1.[OH-].[Na+]. (2) Given the product [Cl:1][C:2]1[N:10]=[CH:9][C:8]([CH:11]2[CH2:12][CH2:13]2)=[CH:7][C:3]=1[C:4]([O:6][C:17]([CH3:20])([CH3:19])[CH3:18])=[O:5], predict the reactants needed to synthesize it. The reactants are: [Cl:1][C:2]1[N:10]=[CH:9][C:8]([CH:11]2[CH2:13][CH2:12]2)=[CH:7][C:3]=1[C:4]([OH:6])=[O:5].C(OC(O[C:17]([CH3:20])([CH3:19])[CH3:18])=O)(O[C:17]([CH3:20])([CH3:19])[CH3:18])=O.C(O)(C)(C)C. (3) Given the product [CH3:1][S:2]([NH:5][C:6]1[CH:7]=[CH:8][C:9]2[O:13][C:12]([C:14]([OH:16])=[O:15])=[CH:11][C:10]=2[CH:19]=1)(=[O:3])=[O:4], predict the reactants needed to synthesize it. The reactants are: [CH3:1][S:2]([NH:5][C:6]1[CH:7]=[CH:8][C:9]2[O:13][C:12]([C:14]([O:16]CC)=[O:15])=[CH:11][C:10]=2[CH:19]=1)(=[O:4])=[O:3].O[Li].O. (4) Given the product [CH3:31][C:30]1[O:29][N:28]=[C:21]2[C:22]3[C:27](=[CH:26][CH:25]=[CH:24][N:23]=3)[N:18]([CH:14]3[CH2:15][CH2:16][CH2:17][CH:12]([CH2:11][NH:10][C:9](=[O:8])[C:40]4[CH:45]=[CH:44][CH:43]=[CH:42][CH:41]=4)[CH2:13]3)[C:19](=[O:32])[C:20]=12, predict the reactants needed to synthesize it. The reactants are: C([O:8][C:9](=O)[NH:10][CH2:11][CH:12]1[CH2:17][CH2:16][CH2:15][CH:14]([N:18]2[C:27]3[C:22](=[N:23][CH:24]=[CH:25][CH:26]=3)[C:21]3=[N:28][O:29][C:30]([CH3:31])=[C:20]3[C:19]2=[O:32])[CH2:13]1)C1C=CC=CC=1.I[Si](C)(C)C.C(O)(=O)[C:40]1[CH:45]=[CH:44][CH:43]=[CH:42][CH:41]=1.Cl.CN(C)CCCN=C=NCC.ON1C2N=CC=CC=2N=N1.C(N(CC)C(C)C)(C)C. (5) The reactants are: [CH:1]([C:4]1[CH:8]=[C:7]([N:9]2[CH2:40][CH2:39][C:12]3[N:13]=[C:14]([C:19]4[CH:27]=[CH:26][CH:25]=[C:24]5[C:20]=4[C:21]([CH3:38])=[CH:22][N:23]5[S:28]([C:31]4[CH:37]=[CH:36][C:34]([CH3:35])=[CH:33][CH:32]=4)(=[O:30])=[O:29])[N:15]=[C:16]([O:17]C)[C:11]=3[CH2:10]2)[N:6]([CH3:41])[N:5]=1)([CH3:3])[CH3:2].Cl.C([O-])(O)=O.[Na+]. Given the product [CH:1]([C:4]1[CH:8]=[C:7]([N:9]2[CH2:40][CH2:39][C:12]3[N:13]=[C:14]([C:19]4[CH:27]=[CH:26][CH:25]=[C:24]5[C:20]=4[C:21]([CH3:38])=[CH:22][N:23]5[S:28]([C:31]4[CH:32]=[CH:33][C:34]([CH3:35])=[CH:36][CH:37]=4)(=[O:30])=[O:29])[N:15]=[C:16]([OH:17])[C:11]=3[CH2:10]2)[N:6]([CH3:41])[N:5]=1)([CH3:3])[CH3:2], predict the reactants needed to synthesize it. (6) Given the product [CH2:14]([N:3]1[CH:4]=[CH:5][C:6]([O:11][CH2:14][C:15]2[CH:20]=[CH:19][CH:18]=[CH:17][CH:16]=2)=[C:7]([N+:8]([O-:10])=[O:9])[C:2]1=[O:1])[C:15]1[CH:20]=[CH:19][CH:18]=[CH:17][CH:16]=1, predict the reactants needed to synthesize it. The reactants are: [OH:1][C:2]1[C:7]([N+:8]([O-:10])=[O:9])=[C:6]([OH:11])[CH:5]=[CH:4][N:3]=1.[H-].[Na+].[CH2:14](Br)[C:15]1[CH:20]=[CH:19][CH:18]=[CH:17][CH:16]=1.O. (7) Given the product [CH3:48][Si:47]([CH3:50])([CH3:49])[CH2:46][CH2:45][O:44][CH2:43][N:7]([CH2:6][O:5][CH2:4][CH2:3][Si:2]([CH3:51])([CH3:1])[CH3:52])[C:8]1[N:13]2[N:14]=[CH:15][C:16]([C:17]3[CH:18]=[N:19][C:20]([C:23]4[CH:24]=[CH:25][CH:26]=[CH:27][CH:28]=4)=[CH:21][CH:22]=3)=[C:12]2[N:11]=[C:10]([CH:29]2[CH2:30][CH2:31][N:32]([C:35]3[O:39][C:38]([C@H:40]([OH:42])[CH3:41])=[N:37][N:36]=3)[CH2:33][CH2:34]2)[C:9]=1[Br:60], predict the reactants needed to synthesize it. The reactants are: [CH3:1][Si:2]([CH3:52])([CH3:51])[CH2:3][CH2:4][O:5][CH2:6][N:7]([CH2:43][O:44][CH2:45][CH2:46][Si:47]([CH3:50])([CH3:49])[CH3:48])[C:8]1[N:13]2[N:14]=[CH:15][C:16]([C:17]3[CH:18]=[N:19][C:20]([C:23]4[CH:28]=[CH:27][CH:26]=[CH:25][CH:24]=4)=[CH:21][CH:22]=3)=[C:12]2[N:11]=[C:10]([CH:29]2[CH2:34][CH2:33][N:32]([C:35]3[O:39][C:38]([C@H:40]([OH:42])[CH3:41])=[N:37][N:36]=3)[CH2:31][CH2:30]2)[CH:9]=1.C1C(=O)N([Br:60])C(=O)C1. (8) Given the product [OH:1][CH2:2][CH2:3][NH:4][C:5]1[N:10]=[CH:9][C:8]([CH:11]([CH3:15])[C:12]([OH:14])=[O:13])=[CH:7][CH:6]=1, predict the reactants needed to synthesize it. The reactants are: [OH:1][CH2:2][CH2:3][NH:4][C:5]1[N:10]=[CH:9][C:8]([CH:11]([CH3:15])[C:12]([O-:14])=[O:13])=[CH:7][CH:6]=1.O[Li].O.O1CCCC1. (9) Given the product [Cl-:25].[O:1]=[C:2]1[C:6]2[CH:7]=[CH:8][C:9]([S:11][CH:12]3[CH2:17][CH2:16][NH2+:15][CH2:14][CH2:13]3)=[CH:10][C:5]=2[CH2:4][O:3]1, predict the reactants needed to synthesize it. The reactants are: [O:1]=[C:2]1[C:6]2[CH:7]=[CH:8][C:9]([S:11][CH:12]3[CH2:17][CH2:16][N:15](C(OC(C)(C)C)=O)[CH2:14][CH2:13]3)=[CH:10][C:5]=2[CH2:4][O:3]1.[ClH:25].CCOCC. (10) The reactants are: Br[C:2]1[N:7]=[C:6]([CH3:8])[C:5]([CH:9]=[O:10])=[CH:4][CH:3]=1.[CH3:11][O:12][C:13](=[O:21])[C:14]1[CH:19]=[CH:18][C:17]([OH:20])=[CH:16][CH:15]=1.C([O-])([O-])=O.[K+].[K+]. Given the product [CH3:11][O:12][C:13](=[O:21])[C:14]1[CH:19]=[CH:18][C:17]([O:20][C:2]2[CH:3]=[CH:4][C:5]([CH:9]=[O:10])=[C:6]([CH3:8])[N:7]=2)=[CH:16][CH:15]=1, predict the reactants needed to synthesize it.